Dataset: Catalyst prediction with 721,799 reactions and 888 catalyst types from USPTO. Task: Predict which catalyst facilitates the given reaction. Reactant: [F:1][C:2]1[CH:7]=[CH:6][CH:5]=[CH:4][C:3]=1[C@:8]12[CH2:16][CH2:15][CH:14]([O:17][CH3:18])[CH2:13][C@H:12]1[CH2:11][O:10][NH:9]2. Product: [NH2:9][C@@:8]1([C:3]2[CH:4]=[CH:5][CH:6]=[CH:7][C:2]=2[F:1])[CH2:16][CH2:15][CH:14]([O:17][CH3:18])[CH2:13][C@H:12]1[CH2:11][OH:10]. The catalyst class is: 183.